This data is from Full USPTO retrosynthesis dataset with 1.9M reactions from patents (1976-2016). The task is: Predict the reactants needed to synthesize the given product. (1) Given the product [Br:1][C:2]1[CH:3]=[C:4]([OH:10])[C:5](=[CH:6][CH:7]=1)[OH:8], predict the reactants needed to synthesize it. The reactants are: [Br:1][C:2]1[CH:3]=[C:4]([O:10]C)[C:5]([O:8]C)=[CH:6][CH:7]=1.B(Br)(Br)Br. (2) Given the product [Br:1][C:2]1[C:11]2[C:10]([CH3:13])([CH3:12])[CH2:9][CH:8]=[C:7]([C:14]([CH3:16])([CH3:15])[CH3:17])[C:6]=2[CH:5]=[C:4](/[C:18](/[CH3:19])=[C:29](/[F:30])\[C:27]([O:26][CH2:25][CH3:24])=[O:28])[C:3]=1[O:21][CH2:22][CH3:23], predict the reactants needed to synthesize it. The reactants are: [Br:1][C:2]1[C:11]2[C:10]([CH3:13])([CH3:12])[CH2:9][CH:8]=[C:7]([C:14]([CH3:17])([CH3:16])[CH3:15])[C:6]=2[CH:5]=[C:4]([C:18](=O)[CH3:19])[C:3]=1[O:21][CH2:22][CH3:23].[CH3:24][CH2:25][O:26][C:27]([CH:29](P(OCC)(OCC)=O)[F:30])=[O:28].C([Li])CCC. (3) The reactants are: [Br:1][C:2]1[CH:3]=[C:4]([CH2:8][CH2:9][C:10]([C:12]2[CH:17]=[CH:16][CH:15]=[CH:14][CH:13]=2)=O)[CH:5]=[CH:6][CH:7]=1.[C-:18]#[N:19].[K+].[C:21](=[O:24])([O-])[O-].[NH4+:25].[NH4+].[OH2:27]. Given the product [Br:1][C:2]1[CH:3]=[C:4]([CH2:8][CH2:9][C:10]2([C:12]3[CH:17]=[CH:16][CH:15]=[CH:14][CH:13]=3)[NH:25][C:18](=[O:27])[NH:19][C:21]2=[O:24])[CH:5]=[CH:6][CH:7]=1, predict the reactants needed to synthesize it.